From a dataset of NCI-60 drug combinations with 297,098 pairs across 59 cell lines. Regression. Given two drug SMILES strings and cell line genomic features, predict the synergy score measuring deviation from expected non-interaction effect. (1) Drug 1: CNC(=O)C1=CC=CC=C1SC2=CC3=C(C=C2)C(=NN3)C=CC4=CC=CC=N4. Drug 2: C1C(C(OC1N2C=NC3=C(N=C(N=C32)Cl)N)CO)O. Cell line: LOX IMVI. Synergy scores: CSS=10.0, Synergy_ZIP=-2.37, Synergy_Bliss=0.330, Synergy_Loewe=0.978, Synergy_HSA=2.83. (2) Synergy scores: CSS=43.6, Synergy_ZIP=-3.49, Synergy_Bliss=3.81, Synergy_Loewe=-20.9, Synergy_HSA=4.83. Drug 1: C1CCC(CC1)NC(=O)N(CCCl)N=O. Cell line: OVCAR3. Drug 2: CCC1(C2=C(COC1=O)C(=O)N3CC4=CC5=C(C=CC(=C5CN(C)C)O)N=C4C3=C2)O.Cl. (3) Drug 1: C1=CN(C(=O)N=C1N)C2C(C(C(O2)CO)O)O.Cl. Drug 2: C1=CC=C(C(=C1)C(C2=CC=C(C=C2)Cl)C(Cl)Cl)Cl. Cell line: MALME-3M. Synergy scores: CSS=29.9, Synergy_ZIP=-10.3, Synergy_Bliss=-5.77, Synergy_Loewe=-35.1, Synergy_HSA=-5.28. (4) Drug 1: CC1C(C(CC(O1)OC2CC(CC3=C2C(=C4C(=C3O)C(=O)C5=C(C4=O)C(=CC=C5)OC)O)(C(=O)C)O)N)O.Cl. Drug 2: CC1=C(N=C(N=C1N)C(CC(=O)N)NCC(C(=O)N)N)C(=O)NC(C(C2=CN=CN2)OC3C(C(C(C(O3)CO)O)O)OC4C(C(C(C(O4)CO)O)OC(=O)N)O)C(=O)NC(C)C(C(C)C(=O)NC(C(C)O)C(=O)NCCC5=NC(=CS5)C6=NC(=CS6)C(=O)NCCC[S+](C)C)O. Cell line: RPMI-8226. Synergy scores: CSS=52.6, Synergy_ZIP=12.9, Synergy_Bliss=12.4, Synergy_Loewe=-11.5, Synergy_HSA=9.69. (5) Drug 1: C1C(C(OC1N2C=NC3=C(N=C(N=C32)Cl)N)CO)O. Drug 2: C1CNP(=O)(OC1)N(CCCl)CCCl. Cell line: SN12C. Synergy scores: CSS=38.3, Synergy_ZIP=-2.30, Synergy_Bliss=-4.89, Synergy_Loewe=-50.7, Synergy_HSA=-4.05. (6) Drug 1: CC1=C2C(C(=O)C3(C(CC4C(C3C(C(C2(C)C)(CC1OC(=O)C(C(C5=CC=CC=C5)NC(=O)OC(C)(C)C)O)O)OC(=O)C6=CC=CC=C6)(CO4)OC(=O)C)O)C)O. Drug 2: CN1C2=C(C=C(C=C2)N(CCCl)CCCl)N=C1CCCC(=O)O.Cl. Cell line: BT-549. Synergy scores: CSS=9.46, Synergy_ZIP=-0.704, Synergy_Bliss=4.53, Synergy_Loewe=-1.72, Synergy_HSA=2.61. (7) Drug 1: CC1=C(C=C(C=C1)C(=O)NC2=CC(=CC(=C2)C(F)(F)F)N3C=C(N=C3)C)NC4=NC=CC(=N4)C5=CN=CC=C5. Drug 2: CN(CCCl)CCCl.Cl. Cell line: MOLT-4. Synergy scores: CSS=57.8, Synergy_ZIP=-4.33, Synergy_Bliss=-1.49, Synergy_Loewe=-5.47, Synergy_HSA=0.243. (8) Drug 1: C1=NC2=C(N1)C(=S)N=CN2. Drug 2: C(CC(=O)O)C(=O)CN.Cl. Cell line: HCT-15. Synergy scores: CSS=22.5, Synergy_ZIP=-4.52, Synergy_Bliss=-2.04, Synergy_Loewe=-4.12, Synergy_HSA=1.69.